Dataset: Full USPTO retrosynthesis dataset with 1.9M reactions from patents (1976-2016). Task: Predict the reactants needed to synthesize the given product. (1) Given the product [Br:12][C:10]1[C:9]2[C:4](=[CH:5][CH:6]=[C:7]([N+:13]([O-:15])=[O:14])[CH:8]=2)[N:3]=[C:2]([N:16]2[CH2:21][CH2:20][NH:19][CH2:18][CH2:17]2)[CH:11]=1, predict the reactants needed to synthesize it. The reactants are: Br[C:2]1[CH:11]=[C:10]([Br:12])[C:9]2[C:4](=[CH:5][CH:6]=[C:7]([N+:13]([O-:15])=[O:14])[CH:8]=2)[N:3]=1.[N:16]1(C=O)[CH2:21][CH2:20][NH:19][CH2:18][CH2:17]1.O. (2) Given the product [CH3:19][N:6]1[C:7]2[C:12](=[CH:11][C:10]([C:14]#[N:15])=[CH:9][CH:8]=2)[CH:13]=[C:5]1[C:4]([F:3])([F:16])[F:17], predict the reactants needed to synthesize it. The reactants are: [H-].[Na+].[F:3][C:4]([F:17])([F:16])[C:5]1[NH:6][C:7]2[C:12]([CH:13]=1)=[CH:11][C:10]([C:14]#[N:15])=[CH:9][CH:8]=2.I[CH3:19].O. (3) Given the product [CH3:1][C:2]1[C:3]([CH2:15][O:16][C:17]2[CH:22]=[CH:21][C:20]([C:23]3[C:27]([CH3:28])=[C:26]([O:30][CH2:31][C:32]#[CH:33])[N:25]([CH3:34])[N:24]=3)=[CH:19][C:18]=2[CH3:35])=[C:4]([N:8]2[C:12](=[O:13])[N:11]([CH3:14])[N:10]=[N:9]2)[CH:5]=[CH:6][CH:7]=1, predict the reactants needed to synthesize it. The reactants are: [CH3:1][C:2]1[C:3]([CH2:15][O:16][C:17]2[CH:22]=[CH:21][C:20]([C:23]3[C:27]([CH:28]=O)=[C:26]([O:30][CH2:31][C:32]#[CH:33])[N:25]([CH3:34])[N:24]=3)=[CH:19][C:18]=2[CH3:35])=[C:4]([N:8]2[C:12](=[O:13])[N:11]([CH3:14])[N:10]=[N:9]2)[CH:5]=[CH:6][CH:7]=1.FC(F)(F)C(O)=O.C([SiH](CC)CC)C. (4) Given the product [CH3:14][N:11]1[CH2:12][CH2:13][N:8]([C:5]2[CH:4]=[CH:3][C:2]([B:19]3[O:20][C:21]([CH3:23])([CH3:22])[C:17]([CH3:33])([CH3:16])[O:18]3)=[CH:7][N:6]=2)[CH2:9][C:10]1=[O:15], predict the reactants needed to synthesize it. The reactants are: Br[C:2]1[CH:3]=[CH:4][C:5]([N:8]2[CH2:13][CH2:12][N:11]([CH3:14])[C:10](=[O:15])[CH2:9]2)=[N:6][CH:7]=1.[CH3:16][C:17]1([CH3:33])[C:21]([CH3:23])([CH3:22])[O:20][B:19]([B:19]2[O:20][C:21]([CH3:23])([CH3:22])[C:17]([CH3:33])([CH3:16])[O:18]2)[O:18]1.ClCCl.C([O-])(=O)C.[K+]. (5) Given the product [CH2:28]([C:30]1[C:38]2[C:33](=[CH:34][CH:35]=[CH:36][C:37]=2[NH:39][C:10]([C:3]2[N:4]3[CH:9]=[CH:8][CH:7]=[CH:6][C:5]3=[N:1][CH:2]=2)=[O:12])[N:32]([CH2:40][C:41]2[CH:46]=[CH:45][CH:44]=[C:43]([CH3:47])[N:42]=2)[N:31]=1)[CH3:29], predict the reactants needed to synthesize it. The reactants are: [N:1]1[CH:2]=[C:3]([C:10]([OH:12])=O)[N:4]2[CH:9]=[CH:8][CH:7]=[CH:6][C:5]=12.C(Cl)(=O)C(Cl)=O.C(N(C(C)C)CC)(C)C.[CH2:28]([C:30]1[C:38]2[C:37]([NH2:39])=[CH:36][CH:35]=[CH:34][C:33]=2[N:32]([CH2:40][C:41]2[CH:46]=[CH:45][CH:44]=[C:43]([CH3:47])[N:42]=2)[N:31]=1)[CH3:29]. (6) Given the product [Cl:1][C:2]1[C:3]([NH:14][C:26](=[O:27])[C:25]2[CH:29]=[CH:30][CH:31]=[CH:32][C:24]=2[C:23]([F:22])([F:33])[F:34])=[N:4][N:5]([C:7]2[CH:12]=[CH:11][CH:10]=[CH:9][C:8]=2[Cl:13])[CH:6]=1, predict the reactants needed to synthesize it. The reactants are: [Cl:1][C:2]1[C:3]([NH2:14])=[N:4][N:5]([C:7]2[CH:12]=[CH:11][CH:10]=[CH:9][C:8]=2[Cl:13])[CH:6]=1.C(N(CC)CC)C.[F:22][C:23]([F:34])([F:33])[C:24]1[CH:32]=[CH:31][CH:30]=[CH:29][C:25]=1[C:26](Cl)=[O:27]. (7) Given the product [Cl:1][C:2]1[CH:3]=[C:4]([NH:12][C:13]2[C:18]([C:19]#[N:20])=[CH:17][N:16]=[CH:15][C:14]=2[C:21]2[O:22][C:23]3[CH:29]=[CH:28][C:27]([CH2:30][N:36]4[CH2:37][CH2:38][N:33]([CH3:32])[CH2:34][CH2:35]4)=[CH:26][C:24]=3[CH:25]=2)[C:5]([CH3:11])=[C:6]2[C:10]=1[NH:9][CH:8]=[CH:7]2, predict the reactants needed to synthesize it. The reactants are: [Cl:1][C:2]1[CH:3]=[C:4]([NH:12][C:13]2[C:18]([C:19]#[N:20])=[CH:17][N:16]=[CH:15][C:14]=2[C:21]2[O:22][C:23]3[CH:29]=[CH:28][C:27]([CH:30]=O)=[CH:26][C:24]=3[CH:25]=2)[C:5]([CH3:11])=[C:6]2[C:10]=1[NH:9][CH:8]=[CH:7]2.[CH3:32][N:33]1[CH2:38][CH2:37][NH:36][CH2:35][CH2:34]1.C(O)(=O)C.C(O[BH-](OC(=O)C)OC(=O)C)(=O)C.[Na+].